From a dataset of Full USPTO retrosynthesis dataset with 1.9M reactions from patents (1976-2016). Predict the reactants needed to synthesize the given product. (1) Given the product [CH3:29][N:21]([CH3:22])[C:19]([C:9]1[CH:8]=[C:7]([N:1]2[CH2:6][CH2:5][O:4][CH2:3][CH2:2]2)[N:12]=[C:11]([C:13]2[CH:18]=[CH:17][CH:16]=[CH:15][N:14]=2)[N:10]=1)=[O:20], predict the reactants needed to synthesize it. The reactants are: [N:1]1([C:7]2[N:12]=[C:11]([C:13]3[CH:18]=[CH:17][CH:16]=[CH:15][N:14]=3)[N:10]=[C:9]([C:19]([NH:21][C:22]3C=CC=CC=3)=[O:20])[CH:8]=2)[CH2:6][CH2:5][O:4][CH2:3][CH2:2]1.N1(C2N=C(C3C=CC=CN=3)N=C(C(O)=O)C=2)CCOC[CH2:29]1. (2) Given the product [F:11][C:7]1[N:6]2[CH:12]=[C:3]([CH:2]=[O:16])[N:4]=[C:5]2[CH:10]=[CH:9][CH:8]=1, predict the reactants needed to synthesize it. The reactants are: Cl[CH:2](Cl)[C:3]1[N:4]=[C:5]2[CH:10]=[CH:9][CH:8]=[C:7]([F:11])[N:6]2[CH:12]=1.C([O-])(=[O:16])C.[Na+]. (3) Given the product [Cl:1][C:2]1[CH:3]=[CH:4][C:5]([S:8]([N:11]2[CH:16]3[CH2:17][CH2:18][CH2:19][CH:12]2[C:13]2[CH:21]=[N:28][C:29]4[N:30]([C:14]=2[CH2:15]3)[N:31]=[CH:32][C:33]=4[NH:45][C:43](=[O:44])[CH3:42])(=[O:9])=[O:10])=[CH:6][CH:7]=1, predict the reactants needed to synthesize it. The reactants are: [Cl:1][C:2]1[CH:7]=[CH:6][C:5]([S:8]([N:11]2[CH:16]3[CH2:17][CH2:18][CH2:19][CH:12]2[C:13](=[CH:21]O)[C:14](=O)[CH2:15]3)(=[O:10])=[O:9])=[CH:4][CH:3]=1.S(O)(O)(=O)=O.[NH2:28][C:29]1[C:33](C(N)=O)=[CH:32][NH:31][N:30]=1.NC1[C:42]([C:43]([NH2:45])=[O:44])=CNN=1. (4) Given the product [Cl:1][C:2]1[CH:7]=[CH:6][C:5]([CH:8]2[CH:12]([C:13]3[CH:18]=[CH:17][C:16]([Cl:19])=[CH:15][CH:14]=3)[N:11]([C:32]([Cl:34])=[O:33])[C:10]([C:20]3[C:21]([O:29][CH2:30][CH3:31])=[N:22][C:23]([O:26][CH2:27][CH3:28])=[N:24][CH:25]=3)=[N:9]2)=[CH:4][CH:3]=1, predict the reactants needed to synthesize it. The reactants are: [Cl:1][C:2]1[CH:7]=[CH:6][C:5]([CH:8]2[CH:12]([C:13]3[CH:18]=[CH:17][C:16]([Cl:19])=[CH:15][CH:14]=3)[NH:11][C:10]([C:20]3[C:21]([O:29][CH2:30][CH3:31])=[N:22][C:23]([O:26][CH2:27][CH3:28])=[N:24][CH:25]=3)=[N:9]2)=[CH:4][CH:3]=1.[C:32](Cl)([Cl:34])=[O:33]. (5) Given the product [Cl:1][C:2]1[CH:3]=[C:4]2[C:14](=[CH:15][C:16]=1[F:17])[NH:11][C:6]([C:7]([O:9][CH3:10])=[O:8])=[CH:5]2, predict the reactants needed to synthesize it. The reactants are: [Cl:1][C:2]1[CH:3]=[C:4]([CH:14]=[CH:15][C:16]=1[F:17])[CH:5]=[C:6]([N:11]=[N+]=[N-])[C:7]([O:9][CH3:10])=[O:8]. (6) Given the product [CH3:20][O:21][C:22]1[CH:23]=[C:24]([C:2]2[C:11]3[C:6](=[CH:7][C:8]([O:12][CH3:13])=[CH:9][CH:10]=3)[CH:5]=[C:4]([NH:14][C:15]3[CH:19]=[CH:18][NH:17][N:16]=3)[N:3]=2)[CH:25]=[CH:26][C:27]=1[O:28][CH3:29], predict the reactants needed to synthesize it. The reactants are: Cl[C:2]1[C:11]2[C:6](=[CH:7][C:8]([O:12][CH3:13])=[CH:9][CH:10]=2)[CH:5]=[C:4]([NH:14][C:15]2[CH:19]=[CH:18][NH:17][N:16]=2)[N:3]=1.[CH3:20][O:21][C:22]1[CH:23]=[C:24](B(O)O)[CH:25]=[CH:26][C:27]=1[O:28][CH3:29]. (7) Given the product [CH3:36][O:35][CH2:34][CH2:33][O:32][C:29]1[CH:30]=[C:31]2[C:26](=[CH:27][C:28]=1[O:37][CH2:38][CH2:39][O:40][CH3:41])[N:25]=[CH:24][N:23]=[C:22]2[O:20][C:16]1[CH:15]=[C:14]([NH:13][C:11]([NH:10][C:7]2[CH:6]=[C:5]([C:1]([CH3:4])([CH3:2])[CH3:3])[O:9][N:8]=2)=[O:12])[CH:19]=[CH:18][CH:17]=1, predict the reactants needed to synthesize it. The reactants are: [C:1]([C:5]1[O:9][N:8]=[C:7]([NH:10][C:11]([NH:13][C:14]2[CH:19]=[CH:18][CH:17]=[C:16]([OH:20])[CH:15]=2)=[O:12])[CH:6]=1)([CH3:4])([CH3:3])[CH3:2].Cl[C:22]1[C:31]2[C:26](=[CH:27][C:28]([O:37][CH2:38][CH2:39][O:40][CH3:41])=[C:29]([O:32][CH2:33][CH2:34][O:35][CH3:36])[CH:30]=2)[N:25]=[CH:24][N:23]=1.C([O-])([O-])=O.[Cs+].[Cs+]. (8) Given the product [ClH:31].[NH2:15][C@H:8]([CH2:7][C:4]1[CH:3]=[CH:2][C:1]([C:23]2[CH:24]=[CH:25][CH:26]=[CH:27][CH:28]=2)=[CH:6][CH:5]=1)/[CH:9]=[C:10](/[CH3:14])\[C:11]([OH:13])=[O:12], predict the reactants needed to synthesize it. The reactants are: [C:1]1([C:23]2[CH:28]=[CH:27][CH:26]=[CH:25][CH:24]=2)[CH:6]=[CH:5][C:4]([CH2:7][C@@H:8]([NH:15]C(OC(C)(C)C)=O)/[CH:9]=[C:10](/[CH3:14])\[C:11]([OH:13])=[O:12])=[CH:3][CH:2]=1.S(Cl)([Cl:31])=O. (9) Given the product [OH:47][CH2:46][CH2:45][N:42]1[CH2:41][CH2:40][N:39]([C:37](=[O:38])[CH:36]=[CH:35][C:32]2[CH:33]=[CH:34][C:29]([S:28][C:24]3[CH:23]=[C:22]([NH:21][C@H:18]4[CH2:19][CH2:20][C@H:15]([C:13]([OH:14])=[O:12])[CH2:16][CH2:17]4)[CH:27]=[CH:26][CH:25]=3)=[C:30]([C:52]([F:53])([F:54])[F:55])[C:31]=2[C:48]([F:49])([F:51])[F:50])[CH2:44][CH2:43]1, predict the reactants needed to synthesize it. The reactants are: OCCN1CCNCC1.C([O:12][C:13]([C@H:15]1[CH2:20][CH2:19][C@H:18]([NH:21][C:22]2[CH:27]=[CH:26][CH:25]=[C:24]([S:28][C:29]3[CH:34]=[CH:33][C:32]([CH:35]=[CH:36][C:37]([N:39]4[CH2:44][CH2:43][N:42]([CH2:45][CH2:46][OH:47])[CH2:41][CH2:40]4)=[O:38])=[C:31]([C:48]([F:51])([F:50])[F:49])[C:30]=3[C:52]([F:55])([F:54])[F:53])[CH:23]=2)[CH2:17][CH2:16]1)=[O:14])C.[Li+].[OH-].